Regression/Classification. Given a drug SMILES string, predict its absorption, distribution, metabolism, or excretion properties. Task type varies by dataset: regression for continuous measurements (e.g., permeability, clearance, half-life) or binary classification for categorical outcomes (e.g., BBB penetration, CYP inhibition). Dataset: cyp3a4_veith. From a dataset of CYP3A4 inhibition data for predicting drug metabolism from PubChem BioAssay. (1) The molecule is CN1CCN(c2ncnc3ccc(-c4cccnc4)cc23)CC1. The result is 1 (inhibitor). (2) The result is 0 (non-inhibitor). The molecule is COc1ccc(NC(=O)CSC2=NC(=O)CC(C)=N2)cc1. (3) The molecule is Cc1cccc(NC(=O)c2ccc([N+](=O)[O-])o2)n1. The result is 0 (non-inhibitor).